From a dataset of SARS-CoV-2 main protease (3CLPro) crystallographic fragment screen with 879 compounds. Binary Classification. Given a drug SMILES string, predict its activity (active/inactive) in a high-throughput screening assay against a specified biological target. (1) The result is 0 (inactive). The molecule is CCN(CC)c1cc(C)nc2ncnn12. (2) The drug is CCOc1ncccc1C(N)=O. The result is 0 (inactive). (3) The compound is CCc1nc(C2CCCN2)no1. The result is 0 (inactive). (4) The molecule is c1ccc(SCCN2CCOCC2)cc1. The result is 1 (active). (5) The compound is O=C(NCCc1ccncc1)c1ccccc1F. The result is 0 (inactive). (6) The molecule is N#CCN1CCN(c2cccc(Cl)c2)CC1. The result is 0 (inactive). (7) The molecule is O=C(CCl)N(c1ccc(F)cc1)C1C=CS(=O)(=O)C1. The result is 1 (active). (8) The molecule is CCc1nnc(NC(=O)c2cnccn2)s1. The result is 0 (inactive). (9) The drug is CNC(=O)c1ccc(S(N)(=O)=O)cc1. The result is 0 (inactive). (10) The compound is CNC1CCCN(c2cccnn2)C1. The result is 0 (inactive).